Predict the product of the given reaction. From a dataset of Forward reaction prediction with 1.9M reactions from USPTO patents (1976-2016). (1) Given the reactants [H-].[Na+].[CH:3]12[CH:8]([CH2:9][OH:10])[CH:7]1[CH2:6][O:5][CH2:4]2.[Cl:11][C:12]1[CH:13]=[C:14]([NH:19][C:20]2[C:29]3[C:24](=[CH:25][C:26](F)=[C:27]([N+:30]([O-:32])=[O:31])[CH:28]=3)[N:23]=[CH:22][N:21]=2)[CH:15]=[CH:16][C:17]=1[F:18], predict the reaction product. The product is: [CH:3]12[CH:8]([CH2:9][O:10][C:22]3[N:21]=[C:20]([NH:19][C:14]4[CH:15]=[CH:16][C:17]([F:18])=[C:12]([Cl:11])[CH:13]=4)[C:29]4[C:24](=[CH:25][CH:26]=[C:27]([N+:30]([O-:32])=[O:31])[CH:28]=4)[N:23]=3)[CH:7]1[CH2:6][O:5][CH2:4]2. (2) The product is: [F:22][C:23]1[CH:45]=[CH:44][C:26]([CH2:27][NH:28][C:29]([C:31]2[S:35][C:34]([C:36]3[CH:41]=[N:40][CH:39]=[C:38]([N:18]([CH2:17][C:16]4[CH:20]=[CH:21][C:13]([O:12][CH3:11])=[CH:14][CH:15]=4)[CH3:19])[N:37]=3)=[N:33][C:32]=2[CH3:43])=[O:30])=[CH:25][CH:24]=1. Given the reactants FC1C=CC(CNC)=CC=1.[CH3:11][O:12][C:13]1[CH:21]=[CH:20][C:16]([CH2:17][NH:18][CH3:19])=[CH:15][CH:14]=1.[F:22][C:23]1[CH:45]=[CH:44][C:26]([CH2:27][NH:28][C:29]([C:31]2[S:35][C:34]([C:36]3[CH:41]=[N:40][CH:39]=[C:38](I)[N:37]=3)=[N:33][C:32]=2[CH3:43])=[O:30])=[CH:25][CH:24]=1, predict the reaction product. (3) Given the reactants [H-].[Na+].[Br:3][C:4]1[C:16](=[O:17])[NH:15][C:7]2[N:8]=[C:9]([S:13][CH3:14])[N:10]=[C:11]([CH3:12])[C:6]=2[CH:5]=1.I[CH:19]([CH3:21])[CH3:20], predict the reaction product. The product is: [Br:3][C:4]1[C:16](=[O:17])[N:15]([CH:19]([CH3:21])[CH3:20])[C:7]2[N:8]=[C:9]([S:13][CH3:14])[N:10]=[C:11]([CH3:12])[C:6]=2[CH:5]=1. (4) Given the reactants Cl.[CH3:2][C:3]1([CH3:26])[CH2:12][CH2:11][C:10]([CH3:14])([CH3:13])[C:9]2[CH:8]=[C:7]([C:15]3[O:16][CH:17]=[C:18]([CH:20]4[CH2:25][CH2:24][NH:23][CH2:22][CH2:21]4)[N:19]=3)[CH:6]=[CH:5][C:4]1=2.C([O:30][CH2:31][CH2:32][CH2:33][CH2:34]Br)(=O)C.[OH-].[Na+], predict the reaction product. The product is: [CH3:2][C:3]1([CH3:26])[CH2:12][CH2:11][C:10]([CH3:13])([CH3:14])[C:9]2[CH:8]=[C:7]([C:15]3[O:16][CH:17]=[C:18]([CH:20]4[CH2:25][CH2:24][N:23]([CH2:34][CH2:33][CH2:32][CH2:31][OH:30])[CH2:22][CH2:21]4)[N:19]=3)[CH:6]=[CH:5][C:4]1=2.